The task is: Predict the product of the given reaction.. This data is from Forward reaction prediction with 1.9M reactions from USPTO patents (1976-2016). Given the reactants [OH:1][CH2:2][C@@H:3]1[CH2:8][C@H:7]([CH3:9])[CH2:6][N:5]([C:10]([O:12][C:13]([CH3:16])([CH3:15])[CH3:14])=[O:11])[CH2:4]1.[C:17]1([CH3:27])[CH:22]=[CH:21][C:20]([S:23](Cl)(=[O:25])=[O:24])=[CH:19][CH:18]=1.CCN(C(C)C)C(C)C.O, predict the reaction product. The product is: [CH3:9][C@H:7]1[CH2:8][C@@H:3]([CH2:2][O:1][S:23]([C:20]2[CH:21]=[CH:22][C:17]([CH3:27])=[CH:18][CH:19]=2)(=[O:25])=[O:24])[CH2:4][N:5]([C:10]([O:12][C:13]([CH3:15])([CH3:14])[CH3:16])=[O:11])[CH2:6]1.